This data is from NCI-60 drug combinations with 297,098 pairs across 59 cell lines. The task is: Regression. Given two drug SMILES strings and cell line genomic features, predict the synergy score measuring deviation from expected non-interaction effect. (1) Drug 2: C1CC2CC3=C(CC1C24CN(S(=O)(=O)N4)CC(F)(F)F)C=CC(=C3)C=CCN5CCC(CC5)C(F)(F)F. Synergy scores: CSS=11.8, Synergy_ZIP=10.5, Synergy_Bliss=18.1, Synergy_Loewe=9.57, Synergy_HSA=11.8. Drug 1: CC12CCC3C(C1CCC2NC(=O)OCC(F)(F)F)CCC4C3(C=CC(=O)N4C)C. Cell line: SK-OV-3. (2) Drug 1: C1C(C(OC1N2C=NC3=C(N=C(N=C32)Cl)N)CO)O. Drug 2: CCCCC(=O)OCC(=O)C1(CC(C2=C(C1)C(=C3C(=C2O)C(=O)C4=C(C3=O)C=CC=C4OC)O)OC5CC(C(C(O5)C)O)NC(=O)C(F)(F)F)O. Cell line: EKVX. Synergy scores: CSS=11.8, Synergy_ZIP=-0.573, Synergy_Bliss=4.19, Synergy_Loewe=0.593, Synergy_HSA=1.30. (3) Drug 1: CC1C(C(CC(O1)OC2CC(OC(C2O)C)OC3=CC4=CC5=C(C(=O)C(C(C5)C(C(=O)C(C(C)O)O)OC)OC6CC(C(C(O6)C)O)OC7CC(C(C(O7)C)O)OC8CC(C(C(O8)C)O)(C)O)C(=C4C(=C3C)O)O)O)O. Drug 2: C1C(C(OC1N2C=NC3=C2NC=NCC3O)CO)O. Cell line: CAKI-1. Synergy scores: CSS=19.0, Synergy_ZIP=-1.69, Synergy_Bliss=-2.41, Synergy_Loewe=-23.2, Synergy_HSA=-3.29.